From a dataset of Experimentally validated miRNA-target interactions with 360,000+ pairs, plus equal number of negative samples. Binary Classification. Given a miRNA mature sequence and a target amino acid sequence, predict their likelihood of interaction. The miRNA is hsa-miR-4683 with sequence UGGAGAUCCAGUGCUCGCCCGAU. The protein sequence of the target gene is MAPPPARVHLGAFLAVTPNPGSAASGTEAAAATPSKVWGSSAGRIEPRGGGRGALPTSMGQHGPSARARAGRAPGPRPAREASPRLRVHKTFKFVVVGVLLQVVPSSAATIKLHDQSIGTQQWEHSPLGELCPPGSHRSEHPGACNRCTEGVGYTNASNNLFACLPCTACKSDEEERSPCTTTRNTACQCKPGTFRNDNSAEMCRKCSRGCPRGMVKVKDCTPWSDIECVHKESGNGHNIWVILVVTLVVPLLLVAVLIVCCCIGSGCGGDPKCMDRVCFWRLGLLRGPGAEDNAHNEIL.... Result: 1 (interaction).